Task: Regression. Given a peptide amino acid sequence and an MHC pseudo amino acid sequence, predict their binding affinity value. This is MHC class I binding data.. Dataset: Peptide-MHC class I binding affinity with 185,985 pairs from IEDB/IMGT (1) The peptide sequence is KLIDRTESL. The MHC is HLA-A02:01 with pseudo-sequence HLA-A02:01. The binding affinity (normalized) is 0.595. (2) The peptide sequence is KFNDYRKQMY. The MHC is HLA-A33:01 with pseudo-sequence HLA-A33:01. The binding affinity (normalized) is 0. (3) The peptide sequence is RGPYRAFVTI. The MHC is HLA-A31:01 with pseudo-sequence HLA-A31:01. The binding affinity (normalized) is 0.0346. (4) The peptide sequence is APRTLVYLL. The MHC is HLA-B42:01 with pseudo-sequence HLA-B42:01. The binding affinity (normalized) is 0.918.